Dataset: Catalyst prediction with 721,799 reactions and 888 catalyst types from USPTO. Task: Predict which catalyst facilitates the given reaction. (1) Product: [Cl:1][C:2]1[N:3]=[C:4]([O:13][C@@H:14]([C@@H:16]2[CH2:20][C:19](=[O:21])[NH:18][CH2:17]2)[CH3:15])[C:5]2[N:6]([N:8]=[CH:9][C:10]=2[C:11]#[N:12])[CH:7]=1. The catalyst class is: 67. Reactant: [Cl:1][C:2]1[N:3]=[C:4]([O:13][C@@H:14]([C@@H:16]2[CH2:20][C:19](=[O:21])[N:18]([C@@H](C3C=CC(OC)=CC=3)C)[CH2:17]2)[CH3:15])[C:5]2[N:6]([N:8]=[CH:9][C:10]=2[C:11]#[N:12])[CH:7]=1. (2) Reactant: Cl[C:2](Cl)([O:4]C(=O)OC(Cl)(Cl)Cl)Cl.[C:13]1([S:19]([C:22]2[CH:27]=[CH:26][CH:25]=[CH:24][C:23]=2[NH2:28])(=[O:21])=[O:20])[CH:18]=[CH:17][CH:16]=[CH:15][CH:14]=1.C(N(CC)CC)C.Cl.[CH3:37][O:38][C:39](=[O:60])[C@@H:40]([NH2:59])[CH2:41][C:42]1[CH:47]=[CH:46][C:45]([NH:48][C:49](=[O:58])[C:50]2[C:55]([Cl:56])=[CH:54][CH:53]=[CH:52][C:51]=2[Cl:57])=[CH:44][CH:43]=1. Product: [CH3:37][O:38][C:39](=[O:60])[C@@H:40]([NH:59][C:2]([NH:28][C:23]1[CH:24]=[CH:25][CH:26]=[CH:27][C:22]=1[S:19]([C:13]1[CH:14]=[CH:15][CH:16]=[CH:17][CH:18]=1)(=[O:21])=[O:20])=[O:4])[CH2:41][C:42]1[CH:47]=[CH:46][C:45]([NH:48][C:49](=[O:58])[C:50]2[C:51]([Cl:57])=[CH:52][CH:53]=[CH:54][C:55]=2[Cl:56])=[CH:44][CH:43]=1. The catalyst class is: 4. (3) Reactant: [CH:1]1([CH2:7][C@H:8]([NH:12][C:13](=[O:19])[O:14][C:15]([CH3:18])([CH3:17])[CH3:16])[C@H:9]([OH:11])[CH3:10])[CH2:6][CH2:5][CH2:4][CH2:3][CH2:2]1.CCN(CC)CC.[CH3:27][S:28](Cl)(=[O:30])=[O:29].O. Product: [CH:1]1([CH2:7][C@H:8]([NH:12][C:13](=[O:19])[O:14][C:15]([CH3:18])([CH3:17])[CH3:16])[C@H:9]([O:11][S:28]([CH3:27])(=[O:30])=[O:29])[CH3:10])[CH2:2][CH2:3][CH2:4][CH2:5][CH2:6]1. The catalyst class is: 2. (4) Reactant: C[N:2]1[CH:6]=[CH:5][N:4]=[C:3]1[CH2:7][N:8]([CH2:34][C:35]1[CH:65]=[CH:64][C:38]([CH2:39][N:40]([CH2:52][C:53]2[N:57](C3CCCCO3)[N:56]=[N:55][N:54]=2)[CH2:41][CH2:42][CH2:43][CH2:44][N:45]([CH2:49][CH2:50][CH3:51])[CH2:46][CH2:47][CH3:48])=[CH:37][CH:36]=1)[CH2:9][C:10]1[N:11]([C:15](C2C=CC=CC=2)(C2C=CC=CC=2)C2C=CC=CC=2)[CH:12]=[CH:13][N:14]=1.Cl.CO. Product: [NH:4]1[CH:5]=[CH:6][N:2]=[C:3]1[CH2:7][N:8]([CH2:34][C:35]1[CH:65]=[CH:64][C:38]([CH2:39][N:40]([CH2:52][C:53]2[NH:57][N:56]=[N:55][N:54]=2)[CH2:41][CH2:42][CH2:43][CH2:44][N:45]([CH2:49][CH2:50][CH3:51])[CH2:46][CH2:47][CH3:48])=[CH:37][CH:36]=1)[CH2:9][C:10]1[N:11]([CH3:15])[CH:12]=[CH:13][N:14]=1. The catalyst class is: 5. (5) Reactant: CN(C)C=O.Cl.[F:7][C:8]([F:19])([F:18])[C:9]([N:11]1[CH2:16][CH2:15][CH:14]([NH2:17])[CH2:13][CH2:12]1)=[O:10].Br[CH2:21][C:22]([NH:24][C:25]1[CH:30]=[CH:29][CH:28]=[CH:27][N:26]=1)=[O:23].C(=O)([O-])[O-].[K+].[K+]. Product: [N:26]1[CH:27]=[CH:28][CH:29]=[CH:30][C:25]=1[NH:24][C:22](=[O:23])[CH2:21][NH:17][CH:14]1[CH2:15][CH2:16][N:11]([C:9](=[O:10])[C:8]([F:7])([F:18])[F:19])[CH2:12][CH2:13]1. The catalyst class is: 69. (6) Reactant: C(N(CC)CC)C.[CH3:8][N:9]1[C:17]2[C:12](=[CH:13][CH:14]=[CH:15][CH:16]=2)[C:11]([CH:18]=[O:19])=[N:10]1.[CH3:20][O:21][C:22]1[CH:23]=[C:24]([CH:36]=[CH:37][CH:38]=1)[N:25]=[CH:26][C:27]1[CH:35]=[C:30]2[CH:31]=[CH:32][CH:33]=[CH:34][N:29]2[N:28]=1. Product: [CH3:20][O:21][C:22]1[CH:23]=[C:24]([NH:25][CH:26]([C:27]2[CH:35]=[C:30]3[CH:31]=[CH:32][CH:33]=[CH:34][N:29]3[N:28]=2)[C:18]([C:11]2[C:12]3[C:17](=[CH:16][CH:15]=[CH:14][CH:13]=3)[N:9]([CH3:8])[N:10]=2)=[O:19])[CH:36]=[CH:37][CH:38]=1. The catalyst class is: 433.